Dataset: Forward reaction prediction with 1.9M reactions from USPTO patents (1976-2016). Task: Predict the product of the given reaction. (1) Given the reactants S(=O)(=O)(O)O.[Cl:6][C:7]1[C:15]([Cl:16])=[CH:14][C:10]([C:11]([OH:13])=[O:12])=[C:9]([C:17]2[NH:18][C:19](=[O:26])[C:20]3[S:25][CH:24]=[CH:23][C:21]=3[N:22]=2)[CH:8]=1.CO.O1CCOC[CH2:30]1, predict the reaction product. The product is: [Cl:6][C:7]1[C:15]([Cl:16])=[CH:14][C:10]([C:11]([O:13][CH3:30])=[O:12])=[C:9]([C:17]2[NH:18][C:19](=[O:26])[C:20]3[S:25][CH:24]=[CH:23][C:21]=3[N:22]=2)[CH:8]=1. (2) Given the reactants [Cl:1][CH2:2][C:3]([NH:5][C:6]1[CH:7]=[N:8][C:9]([C:12](=[N:14][OH:15])[NH2:13])=[CH:10][CH:11]=1)=[O:4].[C:16]1(=O)[O:21][C:19](=[O:20])[CH2:18][CH2:17]1, predict the reaction product. The product is: [Cl:1][CH2:2][C:3]([NH:5][C:6]1[CH:11]=[CH:10][C:9]([C:12]2[N:13]=[C:16]([CH2:17][CH2:18][C:19]([OH:21])=[O:20])[O:15][N:14]=2)=[N:8][CH:7]=1)=[O:4]. (3) Given the reactants Cl[C:2]1[C:7]([N+:8]([O-:10])=[O:9])=[CH:6][C:5]([N+:11]([O-:13])=[O:12])=[CH:4][C:3]=1[C:14]([F:17])([F:16])[F:15].[NH:18]1[CH2:23][CH2:22][S:21][CH2:20][CH2:19]1, predict the reaction product. The product is: [S:21]1[CH2:22][CH2:23][N:18]([C:2]2[C:3]([C:14]([F:17])([F:16])[F:15])=[CH:4][C:5]([N+:11]([O-:13])=[O:12])=[CH:6][C:7]=2[N+:8]([O-:10])=[O:9])[CH2:19][CH2:20]1. (4) Given the reactants [CH2:1]([O:3][C:4](=[O:13])[C:5]1[CH:10]=[CH:9][C:8]([OH:11])=[C:7]([Br:12])[CH:6]=1)[CH3:2].C1COCC1.C1(O)C=CC=CC=1.[I:26]I, predict the reaction product. The product is: [CH2:1]([O:3][C:4](=[O:13])[C:5]1[CH:10]=[C:9]([I:26])[C:8]([OH:11])=[C:7]([Br:12])[CH:6]=1)[CH3:2]. (5) Given the reactants C([N:3]([CH2:14][CH3:15])[C:4](=[O:13])[C:5]1[CH:10]=[CH:9][C:8]([CH3:11])=[CH:7][C:6]=1[CH3:12])C.C(C1[CH2:23][CH2:22][N:21]([CH3:24])[CH2:20][CH2:19]1)#N, predict the reaction product. The product is: [CH3:11][C:8]1[CH:7]=[C:6]2[C:5](=[CH:10][CH:9]=1)[C:4](=[O:13])[NH:3][C:14]([CH:15]1[CH2:23][CH2:22][N:21]([CH3:24])[CH2:20][CH2:19]1)=[CH:12]2. (6) Given the reactants I.[NH2:2][C:3]1[C:4]([C:11]([NH:13][C:14](=[NH:17])[S:15][CH3:16])=[O:12])=[N:5][C:6]([Cl:10])=[C:7]([NH2:9])[N:8]=1.[CH2:18]([O:25][C:26](ON1C(=O)CCC1=O)=[O:27])[C:19]1[CH:24]=[CH:23][CH:22]=[CH:21][CH:20]=1, predict the reaction product. The product is: [C:26]([N:13]([C:11]([C:4]1[C:3]([NH2:2])=[N:8][C:7]([NH2:9])=[C:6]([Cl:10])[N:5]=1)=[O:12])[C:14](=[NH:17])[S:15][CH3:16])([O:25][CH2:18][C:19]1[CH:24]=[CH:23][CH:22]=[CH:21][CH:20]=1)=[O:27]. (7) Given the reactants [CH3:1][C:2]1[C:6]([C:7]([O:9]C)=[O:8])=[C:5]([C:11]2[CH:16]=[CH:15][CH:14]=[C:13]([CH3:17])[CH:12]=2)[O:4][N:3]=1, predict the reaction product. The product is: [CH3:1][C:2]1[C:6]([C:7]([OH:9])=[O:8])=[C:5]([C:11]2[CH:16]=[CH:15][CH:14]=[C:13]([CH3:17])[CH:12]=2)[O:4][N:3]=1. (8) Given the reactants Cl[S:2]([C:5]1[CH:6]=[CH:7][C:8]([F:14])=[C:9]([CH:13]=1)[C:10]([OH:12])=[O:11])(=[O:4])=[O:3].[CH:15]1([NH2:21])[CH2:20][CH2:19][CH2:18][CH2:17][CH2:16]1.CCN(C(C)C)C(C)C, predict the reaction product. The product is: [CH:15]1([NH:21][S:2]([C:5]2[CH:6]=[CH:7][C:8]([F:14])=[C:9]([CH:13]=2)[C:10]([OH:12])=[O:11])(=[O:4])=[O:3])[CH2:20][CH2:19][CH2:18][CH2:17][CH2:16]1. (9) Given the reactants [Cl:1][C:2]1[N:11]=[C:10](Cl)[C:9]2[C:4](=[CH:5][CH:6]=[CH:7][CH:8]=2)[N:3]=1.[C:13]([CH:17]1[CH2:22][CH2:21][CH:20]([NH2:23])[CH2:19][CH2:18]1)([CH3:16])([CH3:15])[CH3:14].[CH3:24][C:25]1[CH:29]=[C:28]([CH3:30])[NH:27][N:26]=1, predict the reaction product. The product is: [ClH:1].[C:13]([CH:17]1[CH2:18][CH2:19][CH:20]([NH:23][C:10]2[C:9]3[C:4](=[CH:5][CH:6]=[CH:7][CH:8]=3)[N:3]=[C:2]([N:26]3[C:25]([CH3:24])=[CH:29][C:28]([CH3:30])=[N:27]3)[N:11]=2)[CH2:21][CH2:22]1)([CH3:16])([CH3:14])[CH3:15]. (10) Given the reactants [F:1][C:2]1[CH:24]=[CH:23][CH:22]=[CH:21][C:3]=1[O:4][C:5]1[C:18](=[O:19])[N:17]([CH3:20])[C:8]2[N:9]=[C:10](S(C)(=O)=O)[N:11]=[CH:12][C:7]=2[CH:6]=1.[CH2:25]([CH:27]([NH2:34])[C:28]1[CH:33]=[CH:32][CH:31]=[CH:30][CH:29]=1)[CH3:26], predict the reaction product. The product is: [F:1][C:2]1[CH:24]=[CH:23][CH:22]=[CH:21][C:3]=1[O:4][C:5]1[C:18](=[O:19])[N:17]([CH3:20])[C:8]2[N:9]=[C:10]([NH:34][CH:27]([C:28]3[CH:33]=[CH:32][CH:31]=[CH:30][CH:29]=3)[CH2:25][CH3:26])[N:11]=[CH:12][C:7]=2[CH:6]=1.